Predict the reactants needed to synthesize the given product. From a dataset of Full USPTO retrosynthesis dataset with 1.9M reactions from patents (1976-2016). (1) Given the product [CH2:1]([C:8]1[N:9]=[N:10][C:11]2[C:16]([C:17]=1[C:18]1[CH:19]=[C:20]([NH:24][CH2:30][C:29]3[CH:32]=[CH:33][C:34]([Cl:35])=[C:27]([Cl:26])[CH:28]=3)[CH:21]=[CH:22][CH:23]=1)=[CH:15][CH:14]=[CH:13][C:12]=2[Cl:25])[C:2]1[CH:7]=[CH:6][CH:5]=[CH:4][CH:3]=1, predict the reactants needed to synthesize it. The reactants are: [CH2:1]([C:8]1[N:9]=[N:10][C:11]2[C:16]([C:17]=1[C:18]1[CH:19]=[C:20]([NH2:24])[CH:21]=[CH:22][CH:23]=1)=[CH:15][CH:14]=[CH:13][C:12]=2[Cl:25])[C:2]1[CH:7]=[CH:6][CH:5]=[CH:4][CH:3]=1.[Cl:26][C:27]1[CH:28]=[C:29]([CH:32]=[CH:33][C:34]=1[Cl:35])[CH:30]=O. (2) Given the product [F:13][C@@H:10]1[CH2:11][CH2:12][N:8]([C:6]2[N:7]=[C:2]([N:20]3[CH2:19][CH2:18][CH2:24][O:23][CH2:22][CH2:21]3)[CH:3]=[C:4]([CH3:17])[C:5]=2[N+:14]([O-:16])=[O:15])[CH2:9]1, predict the reactants needed to synthesize it. The reactants are: Cl[C:2]1[N:7]=[C:6]([N:8]2[CH2:12][CH2:11][C@@H:10]([F:13])[CH2:9]2)[C:5]([N+:14]([O-:16])=[O:15])=[C:4]([CH3:17])[CH:3]=1.[CH2:18]1[CH2:24][O:23][CH2:22][CH2:21][NH:20][CH2:19]1.Cl. (3) Given the product [ClH:1].[ClH:1].[ClH:1].[NH2:32][C@H:33]1[CH2:38][CH2:37][C@H:36]([NH:39][C:2]2[N:10]=[C:9]3[C:5]([N:6]=[CH:7][N:8]3[CH:11]3[CH2:15][CH2:14][CH2:13][CH2:12]3)=[C:4]([NH:16][CH2:17][CH2:18][NH:19][CH2:20][C:21]3[CH:26]=[CH:25][C:24]([Cl:27])=[C:23]([C:28]([F:30])([F:31])[F:29])[CH:22]=3)[N:3]=2)[CH2:35][CH2:34]1, predict the reactants needed to synthesize it. The reactants are: [Cl:1][C:2]1[N:10]=[C:9]2[C:5]([N:6]=[CH:7][N:8]2[CH:11]2[CH2:15][CH2:14][CH2:13][CH2:12]2)=[C:4]([NH:16][CH2:17][CH2:18][NH:19][CH2:20][C:21]2[CH:26]=[CH:25][C:24]([Cl:27])=[C:23]([C:28]([F:31])([F:30])[F:29])[CH:22]=2)[N:3]=1.[NH2:32][C@H:33]1[CH2:38][CH2:37][C@H:36]([NH2:39])[CH2:35][CH2:34]1. (4) Given the product [C:3]([O:24][C:23](=[O:26])[NH:22][CH:19]1[CH2:18][CH2:17][N:16]([C:11]2[CH:12]=[C:13]([S:14][CH3:15])[C:3]3[C:2]([NH2:1])=[C:6]([C:7](=[O:8])[NH2:9])[S:5][C:4]=3[CH:10]=2)[CH2:21][CH2:20]1)([CH3:13])([CH3:4])[CH3:2], predict the reactants needed to synthesize it. The reactants are: [NH2:1][C:2]1[C:3]2[C:13]([S:14][CH3:15])=[CH:12][C:11]([N:16]3[CH2:21][CH2:20][CH:19]([NH2:22])[CH2:18][CH2:17]3)=[CH:10][C:4]=2[S:5][C:6]=1[C:7]([NH2:9])=[O:8].[C:23](=[O:26])([O-])[O-:24].[K+].[K+]. (5) Given the product [ClH:1].[N:18]1([CH2:17][C:14]2[CH:15]=[CH:16][C:11]([C:9]3[NH:8][C:4]4=[N:5][CH:6]=[CH:7][C:2]([C:30]5[CH:31]=[CH:32][C:27]([CH2:26][C:24]#[N:25])=[CH:28][CH:29]=5)=[C:3]4[N:10]=3)=[CH:12][CH:13]=2)[CH2:23][CH2:22][O:21][CH2:20][CH2:19]1, predict the reactants needed to synthesize it. The reactants are: [Cl:1][C:2]1[CH:7]=[CH:6][N:5]=[C:4]2[NH:8][C:9]([C:11]3[CH:16]=[CH:15][C:14]([CH2:17][N:18]4[CH2:23][CH2:22][O:21][CH2:20][CH2:19]4)=[CH:13][CH:12]=3)=[N:10][C:3]=12.[C:24]([CH2:26][C:27]1[CH:32]=[CH:31][C:30](B(O)O)=[CH:29][CH:28]=1)#[N:25].C(=O)([O-])[O-].[Na+].[Na+]. (6) Given the product [CH3:19][C:20]1[CH:28]=[CH:27][C:23]([C:24]([NH:18][C:14]2[CH:15]=[C:16]3[C:11](=[CH:12][CH:13]=2)[CH2:10][N:9]([C:7](=[O:8])[CH2:6][N:1]2[CH:5]=[CH:4][CH:3]=[N:2]2)[CH2:17]3)=[O:25])=[C:22]([N:29]2[CH2:34][CH2:33][CH:32]([CH3:35])[CH2:31][CH2:30]2)[N:21]=1, predict the reactants needed to synthesize it. The reactants are: [N:1]1([CH2:6][C:7]([N:9]2[CH2:17][C:16]3[C:11](=[CH:12][CH:13]=[C:14]([NH2:18])[CH:15]=3)[CH2:10]2)=[O:8])[CH:5]=[CH:4][CH:3]=[N:2]1.[CH3:19][C:20]1[CH:28]=[CH:27][C:23]([C:24](O)=[O:25])=[C:22]([N:29]2[CH2:34][CH2:33][CH:32]([CH3:35])[CH2:31][CH2:30]2)[N:21]=1.F[P-](F)(F)(F)(F)F.N1(O[P+](N2CCCC2)(N2CCCC2)N2CCCC2)C2C=CC=CC=2N=N1.C(N(C(C)C)CC)(C)C. (7) Given the product [F:1][CH:2]([F:35])[O:3][C:4]1[CH:5]=[C:6]([CH:14]([N:19]2[C:20](=[O:34])[C:21]3[C:26](=[CH:25][CH:24]=[CH:23][C:22]=3[NH:28][C:29]([CH:31]3[CH2:32][CH2:33]3)=[O:30])[CH2:27]2)[CH2:15][C:16](=[O:17])[N:38]([CH3:39])[CH3:36])[CH:7]=[CH:8][C:9]=1[O:10][CH:11]([F:12])[F:13], predict the reactants needed to synthesize it. The reactants are: [F:1][CH:2]([F:35])[O:3][C:4]1[CH:5]=[C:6]([CH:14]([N:19]2[CH2:27][C:26]3[C:21](=[C:22]([NH:28][C:29]([CH:31]4[CH2:33][CH2:32]4)=[O:30])[CH:23]=[CH:24][CH:25]=3)[C:20]2=[O:34])[CH2:15][C:16](O)=[O:17])[CH:7]=[CH:8][C:9]=1[O:10][CH:11]([F:13])[F:12].[C:36](N1C=CN=C1)([N:38]1C=CN=[CH:39]1)=O.CNC.O. (8) Given the product [Cl:30][C:25]1[CH:24]=[C:23]([CH:28]=[C:27]([I:29])[CH:26]=1)[CH2:22][N:12]1[CH:11]=[CH:10][N:9]=[C:8]1[CH2:7][O:6][C:5]1[CH:13]=[CH:14][C:2]([F:1])=[CH:3][CH:4]=1, predict the reactants needed to synthesize it. The reactants are: [F:1][C:2]1[CH:14]=[CH:13][C:5]([O:6][CH2:7][C:8]2[NH:9][CH:10]=[CH:11][N:12]=2)=[CH:4][CH:3]=1.C([O-])([O-])=O.[K+].[K+].Br[CH2:22][C:23]1[CH:28]=[C:27]([I:29])[CH:26]=[C:25]([Cl:30])[CH:24]=1.